Dataset: Full USPTO retrosynthesis dataset with 1.9M reactions from patents (1976-2016). Task: Predict the reactants needed to synthesize the given product. (1) Given the product [CH:30]1([C:28]2[N:29]=[C:24]([N:13]3[CH2:14][CH2:15][CH:10]([CH2:9][O:8][CH2:7][CH2:6][N:1]4[CH2:5][CH2:4][CH2:3][CH2:2]4)[CH2:11][CH2:12]3)[C:25]3[C:35]([C:36]4[CH:41]=[CH:40][CH:39]=[CH:38][C:37]=4[O:42][CH3:43])=[CH:34][S:33][C:26]=3[N:27]=2)[CH2:32][CH2:31]1, predict the reactants needed to synthesize it. The reactants are: [N:1]1([CH2:6][CH2:7][O:8][CH2:9][CH:10]2[CH2:15][CH2:14][NH:13][CH2:12][CH2:11]2)[CH2:5][CH2:4][CH2:3][CH2:2]1.C(N(CC)CC)C.Cl[C:24]1[C:25]2[C:35]([C:36]3[CH:41]=[CH:40][CH:39]=[CH:38][C:37]=3[O:42][CH3:43])=[CH:34][S:33][C:26]=2[N:27]=[C:28]([CH:30]2[CH2:32][CH2:31]2)[N:29]=1. (2) Given the product [Cl:8][C:6]1[N:5]=[C:4]([CH2:9][CH2:10][CH3:11])[N:3]=[C:2]([NH:22][C:18]2[CH:19]=[CH:20][CH:21]=[C:16]([N:15]([CH3:23])[CH3:14])[CH:17]=2)[N:7]=1, predict the reactants needed to synthesize it. The reactants are: Cl[C:2]1[N:7]=[C:6]([Cl:8])[N:5]=[C:4]([CH2:9][CH2:10][CH3:11])[N:3]=1.Cl.Cl.[CH3:14][N:15]([CH3:23])[C:16]1[CH:21]=[CH:20][CH:19]=[C:18]([NH2:22])[CH:17]=1.CCN(C(C)C)C(C)C. (3) Given the product [Cl:29][C:26]1[CH:27]=[CH:28][C:23]([C:13]2[N:12]([CH:5]([CH:6]3[CH2:7][CH2:8][CH2:9][CH2:10][CH2:11]3)[CH2:4][OH:3])[C:16]3[CH:17]=[C:18]([F:22])[C:19]([F:21])=[CH:20][C:15]=3[N:14]=2)=[CH:24][CH:25]=1, predict the reactants needed to synthesize it. The reactants are: C([O:3][C:4](=O)[CH:5]([N:12]1[C:16]2[CH:17]=[C:18]([F:22])[C:19]([F:21])=[CH:20][C:15]=2[N:14]=[C:13]1[C:23]1[CH:28]=[CH:27][C:26]([Cl:29])=[CH:25][CH:24]=1)[CH:6]1[CH2:11][CH2:10][CH2:9][CH2:8][CH2:7]1)C.[H-].[Al+3].[Li+].[H-].[H-].[H-].C(OCC)(=O)C. (4) Given the product [C:1]([O:5][C:6](=[O:19])[CH2:7][C@:8]1([CH2:15][NH2:16])[CH2:14][C@H:13]2[C@@H:9]1[CH:10]=[CH:11][CH2:12]2)([CH3:2])([CH3:4])[CH3:3], predict the reactants needed to synthesize it. The reactants are: [C:1]([O:5][C:6](=[O:19])[CH2:7][C@:8]1([CH2:15][N+:16]([O-])=O)[CH2:14][C@H:13]2[C@@H:9]1[CH:10]=[CH:11][CH2:12]2)([CH3:4])([CH3:3])[CH3:2].[Cl-].[NH4+]. (5) Given the product [CH2:1]([C:5]([CH2:11][CH2:12][CH2:13][CH3:14])([CH2:6][O:7][Si:15]([C:18]([CH3:21])([CH3:20])[CH3:19])([CH3:17])[CH3:16])[CH2:8][O:9][CH3:10])[CH2:2][CH2:3][CH3:4], predict the reactants needed to synthesize it. The reactants are: [CH2:1]([C:5]([CH2:11][CH2:12][CH2:13][CH3:14])([CH2:8][O:9][CH3:10])[CH2:6][OH:7])[CH2:2][CH2:3][CH3:4].[Si:15](Cl)([C:18]([CH3:21])([CH3:20])[CH3:19])([CH3:17])[CH3:16]. (6) Given the product [CH2:23]([C:20]1[CH:19]=[CH:18][C:17]([C:12]2[C:11]([C:9]([NH:8][C:5]3[CH:6]=[CH:7][C:2]([NH:1][C:33](=[O:34])[CH2:32][C:27]4[CH:28]=[CH:29][CH:30]=[CH:31][N:26]=4)=[CH:3][CH:4]=3)=[O:10])=[CH:16][CH:15]=[CH:14][CH:13]=2)=[CH:22][CH:21]=1)[CH3:24], predict the reactants needed to synthesize it. The reactants are: [NH2:1][C:2]1[CH:7]=[CH:6][C:5]([NH:8][C:9]([C:11]2[C:12]([C:17]3[CH:22]=[CH:21][C:20]([CH2:23][CH3:24])=[CH:19][CH:18]=3)=[CH:13][CH:14]=[CH:15][CH:16]=2)=[O:10])=[CH:4][CH:3]=1.Cl.[N:26]1[CH:31]=[CH:30][CH:29]=[CH:28][C:27]=1[CH2:32][C:33](O)=[O:34].C1C=CC2N(O)N=NC=2C=1.CCN=C=NCCCN(C)C.Cl. (7) Given the product [C:1]([OH:13])(=[O:12])[CH2:2][C:3]([CH2:8][C:9]([OH:11])=[O:10])([C:5]([OH:7])=[O:6])[OH:4].[P:14]([O-:18])([O-:17])([O-:16])=[O:15], predict the reactants needed to synthesize it. The reactants are: [C:1]([OH:13])(=[O:12])[CH2:2][C:3]([CH2:8][C:9]([OH:11])=[O:10])([C:5]([OH:7])=[O:6])[OH:4].[P:14]([O-:18])([O-:17])([OH:16])=[O:15].[Na+].[Na+]. (8) Given the product [NH2:1][C:2]1[C:7]([C:8]#[N:9])=[C:6]([O:10][CH2:11][CH2:12][O:13][CH3:14])[N:5]=[C:4]([CH:31]([C:32]2[CH:37]=[C:36]([O:38][CH3:39])[CH:35]=[CH:34][C:33]=2[O:40][CH3:41])[C:30]([NH2:29])=[O:42])[CH:3]=1, predict the reactants needed to synthesize it. The reactants are: [NH2:1][C:2]1[C:7]([C:8]#[N:9])=[C:6]([O:10][CH2:11][CH2:12][O:13][CH3:14])[N:5]=[C:4](N)[CH:3]=1.NC1C(C#N)=C(OC(C)C)N=C([NH:29][C:30](=[O:42])[CH2:31][C:32]2[CH:37]=[C:36]([O:38][CH3:39])[CH:35]=[CH:34][C:33]=2[O:40][CH3:41])C=1. (9) Given the product [C:1]([O:5][C:6]([N:8]1[CH2:11][CH:10]([O:12][S:21]([CH3:20])(=[O:23])=[O:22])[CH2:9]1)=[O:7])([CH3:4])([CH3:2])[CH3:3], predict the reactants needed to synthesize it. The reactants are: [C:1]([O:5][C:6]([N:8]1[CH2:11][CH:10]([OH:12])[CH2:9]1)=[O:7])([CH3:4])([CH3:3])[CH3:2].CCN(CC)CC.[CH3:20][S:21](Cl)(=[O:23])=[O:22].